Task: Predict the reactants needed to synthesize the given product.. Dataset: Full USPTO retrosynthesis dataset with 1.9M reactions from patents (1976-2016) (1) Given the product [CH3:1][O:2][C:3](=[O:33])[CH:4]([C:9]1[CH:10]=[C:11]([C:23]2[CH:24]=[CH:25][C:26]([C:29]([F:32])([F:30])[F:31])=[CH:27][CH:28]=2)[CH:12]=[C:13]([N:34]2[C:43]3[C:38](=[CH:39][CH:40]=[CH:41][CH:42]=3)[CH2:37][CH2:36][CH2:35]2)[CH:14]=1)[CH2:5][CH:6]([CH3:8])[CH3:7], predict the reactants needed to synthesize it. The reactants are: [CH3:1][O:2][C:3](=[O:33])[CH:4]([C:9]1[CH:10]=[C:11]([C:23]2[CH:28]=[CH:27][C:26]([C:29]([F:32])([F:31])[F:30])=[CH:25][CH:24]=2)[CH:12]=[C:13](OS(C(F)(F)F)(=O)=O)[CH:14]=1)[CH2:5][CH:6]([CH3:8])[CH3:7].[NH:34]1[C:43]2[C:38](=[CH:39][CH:40]=[CH:41][CH:42]=2)[CH2:37][CH2:36][CH2:35]1. (2) Given the product [N:19]1([CH:13]([C:10]2[S:9][C:8]([C:4]3[CH:5]=[CH:6][CH:7]=[C:2]([F:1])[CH:3]=3)=[N:12][CH:11]=2)[CH2:14][CH3:15])[CH:18]=[CH:17][N:21]=[CH:20]1, predict the reactants needed to synthesize it. The reactants are: [F:1][C:2]1[CH:3]=[C:4]([C:8]2[S:9][C:10]([CH:13](O)[CH2:14][CH3:15])=[CH:11][N:12]=2)[CH:5]=[CH:6][CH:7]=1.[CH:17]1[N:21]=[CH:20][N:19](C([N:19]2[CH:20]=[N:21][CH:17]=[CH:18]2)=O)[CH:18]=1. (3) Given the product [CH3:8][O:9][C:10]([C:12]1([CH3:1])[CH2:13][CH2:14][N:15]([C:18]([O:20][C:21]([CH3:24])([CH3:23])[CH3:22])=[O:19])[CH2:16][CH2:17]1)=[O:11], predict the reactants needed to synthesize it. The reactants are: [CH:1](NC(C)C)(C)C.[CH3:8][O:9][C:10]([CH:12]1[CH2:17][CH2:16][N:15]([C:18]([O:20][C:21]([CH3:24])([CH3:23])[CH3:22])=[O:19])[CH2:14][CH2:13]1)=[O:11].CI.